This data is from Peptide-MHC class II binding affinity with 134,281 pairs from IEDB. The task is: Regression. Given a peptide amino acid sequence and an MHC pseudo amino acid sequence, predict their binding affinity value. This is MHC class II binding data. (1) The peptide sequence is ISGYNFSLGAAVKAG. The MHC is DRB1_1501 with pseudo-sequence DRB1_1501. The binding affinity (normalized) is 0.706. (2) The peptide sequence is DVMASQKRPSQR. The MHC is H-2-IAu with pseudo-sequence H-2-IAu. The binding affinity (normalized) is 0.232. (3) The peptide sequence is RDGQLTIKAERTEQK. The MHC is HLA-DPA10201-DPB10101 with pseudo-sequence HLA-DPA10201-DPB10101. The binding affinity (normalized) is 0.220. (4) The peptide sequence is GELQIVDKIDAAFKN. The MHC is DRB1_0101 with pseudo-sequence DRB1_0101. The binding affinity (normalized) is 0.454. (5) The peptide sequence is LRTLVLAPTRVVLSE. The MHC is HLA-DQA10201-DQB10303 with pseudo-sequence HLA-DQA10201-DQB10303. The binding affinity (normalized) is 0.642. (6) The peptide sequence is KYDAYVATLSEALRI. The MHC is HLA-DQA10104-DQB10503 with pseudo-sequence HLA-DQA10104-DQB10503. The binding affinity (normalized) is 0.172.